From a dataset of Forward reaction prediction with 1.9M reactions from USPTO patents (1976-2016). Predict the product of the given reaction. (1) The product is: [Br:20][CH2:18][C:17]([C:9]1[C:8]([C:6]2[CH:5]=[CH:4][N:3]=[C:2]([F:1])[CH:7]=2)=[C:12]2[CH:13]=[CH:14][CH:15]=[CH:16][N:11]2[N:10]=1)=[O:19]. Given the reactants [F:1][C:2]1[CH:7]=[C:6]([C:8]2[C:9]([C:17](=[O:19])[CH3:18])=[N:10][N:11]3[CH:16]=[CH:15][CH:14]=[CH:13][C:12]=23)[CH:5]=[CH:4][N:3]=1.[Br:20]Br.C(OCC)(=O)C, predict the reaction product. (2) Given the reactants C([O:5][C:6](=[O:82])[CH2:7][O:8][CH2:9][C:10](=[O:81])[NH:11][C:12]1[C:17]([I:18])=[C:16]([C:19](=[O:48])[N:20]([CH3:47])[CH2:21][CH:22]([O:43][C:44](=[O:46])[CH3:45])[CH:23]([O:39][C:40](=[O:42])[CH3:41])[CH:24]([O:35][C:36](=[O:38])[CH3:37])[CH:25]([O:31][C:32](=[O:34])[CH3:33])[CH2:26][O:27][C:28](=[O:30])[CH3:29])[C:15]([I:49])=[C:14]([C:50](=[O:79])[N:51]([CH3:78])[CH2:52][CH:53]([O:74][C:75](=[O:77])[CH3:76])[CH:54]([O:70][C:71](=[O:73])[CH3:72])[CH:55]([O:66][C:67](=[O:69])[CH3:68])[CH:56]([O:62][C:63](=[O:65])[CH3:64])[CH2:57][O:58][C:59](=[O:61])[CH3:60])[C:13]=1[I:80])(C)(C)C.FC(F)(F)C(O)=O, predict the reaction product. The product is: [I:18][C:17]1[C:16]([C:19](=[O:48])[N:20]([CH3:47])[CH2:21][CH:22]([O:43][C:44](=[O:46])[CH3:45])[CH:23]([O:39][C:40](=[O:42])[CH3:41])[CH:24]([O:35][C:36](=[O:38])[CH3:37])[CH:25]([O:31][C:32](=[O:34])[CH3:33])[CH2:26][O:27][C:28](=[O:30])[CH3:29])=[C:15]([I:49])[C:14]([C:50](=[O:79])[N:51]([CH3:78])[CH2:52][CH:53]([O:74][C:75](=[O:77])[CH3:76])[CH:54]([O:70][C:71](=[O:73])[CH3:72])[CH:55]([O:66][C:67](=[O:69])[CH3:68])[CH:56]([O:62][C:63](=[O:65])[CH3:64])[CH2:57][O:58][C:59](=[O:61])[CH3:60])=[C:13]([I:80])[C:12]=1[NH:11][C:10]([CH2:9][O:8][CH2:7][C:6]([OH:82])=[O:5])=[O:81]. (3) Given the reactants [F-].[Cs+].Cl[C:4]1[CH:13]=[CH:12][C:11]2[CH:10]3[CH2:14][CH2:15][CH2:16][C:17](=[O:18])[N:9]3[CH2:8][CH2:7][C:6]=2[N:5]=1.[CH3:19][NH:20][CH:21]1[CH2:26][CH2:25][N:24]([CH:27]([CH3:29])[CH3:28])[CH2:23][CH2:22]1, predict the reaction product. The product is: [CH3:19][N:20]([CH:21]1[CH2:22][CH2:23][N:24]([CH:27]([CH3:29])[CH3:28])[CH2:25][CH2:26]1)[C:4]1[CH:13]=[CH:12][C:11]2[CH:10]3[CH2:14][CH2:15][CH2:16][C:17](=[O:18])[N:9]3[CH2:8][CH2:7][C:6]=2[N:5]=1. (4) Given the reactants [Br:1][C:2]1[CH:3]=[N:4][CH:5]=[C:6]([CH:10]=1)[C:7](O)=[O:8].[H-].[Na+].C(Cl)(=O)C([Cl:16])=O, predict the reaction product. The product is: [Br:1][C:2]1[CH:3]=[N:4][CH:5]=[C:6]([CH:10]=1)[C:7]([Cl:16])=[O:8]. (5) The product is: [Cl:1][C:2]1[CH:31]=[CH:30][CH:29]=[C:28]([CH3:32])[C:3]=1[CH2:4][N:5]1[C:13]2[C:8](=[C:9]([F:14])[CH:10]=[CH:11][CH:12]=2)[C:7]([C:15]2[C:24]([F:25])=[CH:23][C:18]([C:19]([OH:21])=[O:20])=[C:17]([OH:26])[CH:16]=2)=[N:6]1. Given the reactants [Cl:1][C:2]1[CH:31]=[CH:30][CH:29]=[C:28]([CH3:32])[C:3]=1[CH2:4][N:5]1[C:13]2[C:8](=[C:9]([F:14])[CH:10]=[CH:11][CH:12]=2)[C:7]([C:15]2[C:24]([F:25])=[CH:23][C:18]([C:19]([O:21]C)=[O:20])=[C:17]([O:26]C)[CH:16]=2)=[N:6]1.B(Br)(Br)Br, predict the reaction product. (6) Given the reactants [CH2:1]([N:8]1[C:17]2[C:12](=[CH:13][CH:14]=[CH:15][N:16]=2)[C:11](Cl)=[C:10]([C:19]#[N:20])[C:9]1=[O:21])[C:2]1[CH:7]=[CH:6][CH:5]=[CH:4][CH:3]=1.[NH:22]1[CH2:27][CH2:26][NH:25][CH2:24][CH2:23]1, predict the reaction product. The product is: [CH2:1]([N:8]1[C:17]2[C:12](=[CH:13][CH:14]=[CH:15][N:16]=2)[C:11]([N:22]2[CH2:27][CH2:26][NH:25][CH2:24][CH2:23]2)=[C:10]([C:19]#[N:20])[C:9]1=[O:21])[C:2]1[CH:7]=[CH:6][CH:5]=[CH:4][CH:3]=1. (7) Given the reactants [NH2:1][C:2]1[O:3][CH2:4][CH2:5][C@@:6]2([N:23]=1)[C:19]1[CH:18]=[C:17]([OH:20])[CH:16]=[C:15]([F:21])[C:14]=1[O:13][C:12]1[C:7]2=[CH:8][C:9]([NH2:22])=[CH:10][CH:11]=1.C(N(CC)CC)C.ClC1C=CC(N([S:39]([C:42]([F:45])([F:44])[F:43])(=[O:41])=[O:40])[S:39]([C:42]([F:45])([F:44])[F:43])(=[O:41])=[O:40])=NC=1, predict the reaction product. The product is: [F:43][C:42]([F:45])([F:44])[S:39]([O:20][C:17]1[CH:18]=[C:19]2[C:14]([O:13][C:12]3[CH:11]=[CH:10][C:9]([NH2:22])=[CH:8][C:7]=3[C@:6]32[CH2:5][CH2:4][O:3][C:2]([NH2:1])=[N:23]3)=[C:15]([F:21])[CH:16]=1)(=[O:41])=[O:40].